Dataset: NCI-60 drug combinations with 297,098 pairs across 59 cell lines. Task: Regression. Given two drug SMILES strings and cell line genomic features, predict the synergy score measuring deviation from expected non-interaction effect. (1) Drug 1: COC1=C(C=C2C(=C1)N=CN=C2NC3=CC(=C(C=C3)F)Cl)OCCCN4CCOCC4. Drug 2: CC1OCC2C(O1)C(C(C(O2)OC3C4COC(=O)C4C(C5=CC6=C(C=C35)OCO6)C7=CC(=C(C(=C7)OC)O)OC)O)O. Cell line: SN12C. Synergy scores: CSS=53.9, Synergy_ZIP=3.74, Synergy_Bliss=4.93, Synergy_Loewe=8.65, Synergy_HSA=10.4. (2) Drug 1: C1CN1C2=NC(=NC(=N2)N3CC3)N4CC4. Drug 2: CC1=C(N=C(N=C1N)C(CC(=O)N)NCC(C(=O)N)N)C(=O)NC(C(C2=CN=CN2)OC3C(C(C(C(O3)CO)O)O)OC4C(C(C(C(O4)CO)O)OC(=O)N)O)C(=O)NC(C)C(C(C)C(=O)NC(C(C)O)C(=O)NCCC5=NC(=CS5)C6=NC(=CS6)C(=O)NCCC[S+](C)C)O. Cell line: A498. Synergy scores: CSS=29.9, Synergy_ZIP=-5.75, Synergy_Bliss=-3.59, Synergy_Loewe=0.990, Synergy_HSA=1.93. (3) Drug 1: C1=CC=C(C(=C1)C(C2=CC=C(C=C2)Cl)C(Cl)Cl)Cl. Drug 2: CC12CCC3C(C1CCC2OP(=O)(O)O)CCC4=C3C=CC(=C4)OC(=O)N(CCCl)CCCl.[Na+]. Cell line: SNB-19. Synergy scores: CSS=1.55, Synergy_ZIP=-1.63, Synergy_Bliss=-3.42, Synergy_Loewe=-5.73, Synergy_HSA=-5.11. (4) Drug 1: CNC(=O)C1=CC=CC=C1SC2=CC3=C(C=C2)C(=NN3)C=CC4=CC=CC=N4. Drug 2: C1CNP(=O)(OC1)N(CCCl)CCCl. Cell line: LOX IMVI. Synergy scores: CSS=0.660, Synergy_ZIP=-0.602, Synergy_Bliss=-0.536, Synergy_Loewe=-1.79, Synergy_HSA=-1.79. (5) Drug 2: CNC(=O)C1=NC=CC(=C1)OC2=CC=C(C=C2)NC(=O)NC3=CC(=C(C=C3)Cl)C(F)(F)F. Drug 1: B(C(CC(C)C)NC(=O)C(CC1=CC=CC=C1)NC(=O)C2=NC=CN=C2)(O)O. Synergy scores: CSS=67.6, Synergy_ZIP=6.50, Synergy_Bliss=7.34, Synergy_Loewe=-4.42, Synergy_HSA=10.1. Cell line: T-47D. (6) Drug 1: C1=NC2=C(N1)C(=S)N=C(N2)N. Drug 2: C1=CN(C(=O)N=C1N)C2C(C(C(O2)CO)O)O.Cl. Cell line: CAKI-1. Synergy scores: CSS=66.3, Synergy_ZIP=-2.27, Synergy_Bliss=-1.43, Synergy_Loewe=2.24, Synergy_HSA=6.18.